Task: Predict the product of the given reaction.. Dataset: Forward reaction prediction with 1.9M reactions from USPTO patents (1976-2016) (1) Given the reactants N#N.[Br:3][C:4]1[CH:9]=[C:8](Br)[CH:7]=[CH:6][N:5]=1.[Li]CCCC.CN(C)[CH:18]=[O:19], predict the reaction product. The product is: [Br:3][C:4]1[CH:9]=[C:8]([CH:18]=[O:19])[CH:7]=[CH:6][N:5]=1. (2) Given the reactants Br[C:2]1[S:3][C:4]([C:8]2[N:12]=[CH:11][N:10]([CH2:13][O:14][CH2:15][CH2:16][Si:17]([CH3:20])([CH3:19])[CH3:18])[N:9]=2)=[C:5]([Br:7])[N:6]=1.[Cl-].[Li+].O1CCOCC1.[CH2:29]([Sn](CCCC)(CCCC)C#CC)[CH2:30][CH2:31]C, predict the reaction product. The product is: [Br:7][C:5]1[N:6]=[C:2]([C:29]#[C:30][CH3:31])[S:3][C:4]=1[C:8]1[N:12]=[CH:11][N:10]([CH2:13][O:14][CH2:15][CH2:16][Si:17]([CH3:20])([CH3:19])[CH3:18])[N:9]=1. (3) Given the reactants [C:1]([O:5][C:6]([N:8]([CH2:16][C:17]1[C:18](Cl)=[N:19][CH:20]=[C:21]([Cl:23])[CH:22]=1)[C:9](=[O:15])[O:10][C:11]([CH3:14])([CH3:13])[CH3:12])=[O:7])([CH3:4])([CH3:3])[CH3:2].CO[C:27]1C=CC=C(OC)[C:32]=1[C:33]1C=CC=CC=1P(C1CCCCC1)C1CCCCC1.[O-]P([O-])([O-])=O.[K+].[K+].[K+].C1(B(O)O)CC1, predict the reaction product. The product is: [C:1]([O:5][C:6]([N:8]([CH2:16][C:17]1[C:18]([CH:33]2[CH2:32][CH2:27]2)=[N:19][CH:20]=[C:21]([Cl:23])[CH:22]=1)[C:9](=[O:15])[O:10][C:11]([CH3:13])([CH3:14])[CH3:12])=[O:7])([CH3:3])([CH3:2])[CH3:4]. (4) Given the reactants [Si:1]([O:8][C@@H:9]([CH:35]1[CH2:37][CH2:36]1)[CH2:10][O:11][C:12]1[C:30]([F:31])=[CH:29][C:28]([N+:32]([O-])=O)=[CH:27][C:13]=1[CH2:14][N:15](C)[C:16](=O)OCC1C=CC=CC=1)([C:4]([CH3:7])([CH3:6])[CH3:5])([CH3:3])[CH3:2], predict the reaction product. The product is: [Si:1]([O:8][C@@H:9]([CH:35]1[CH2:36][CH2:37]1)[CH2:10][O:11][C:12]1[C:13]([CH2:14][NH:15][CH3:16])=[CH:27][C:28]([NH2:32])=[CH:29][C:30]=1[F:31])([C:4]([CH3:7])([CH3:6])[CH3:5])([CH3:3])[CH3:2]. (5) Given the reactants Br[C:2]1[CH:7]=[C:6]([F:8])[CH:5]=[CH:4][C:3]=1[F:9].C([Mg]Cl)(C)C.[Si:15]([O:22][C@H:23]1[CH2:27][N:26]([C:28]([O:30][C:31]([CH3:34])([CH3:33])[CH3:32])=[O:29])[C:25](=[O:35])[CH2:24]1)([C:18]([CH3:21])([CH3:20])[CH3:19])([CH3:17])[CH3:16].[BH4-].[Na+], predict the reaction product. The product is: [Si:15]([O:22][C@H:23]([CH2:24][CH:25]([C:2]1[CH:7]=[C:6]([F:8])[CH:5]=[CH:4][C:3]=1[F:9])[OH:35])[CH2:27][NH:26][C:28](=[O:29])[O:30][C:31]([CH3:33])([CH3:32])[CH3:34])([C:18]([CH3:21])([CH3:20])[CH3:19])([CH3:17])[CH3:16].